This data is from Forward reaction prediction with 1.9M reactions from USPTO patents (1976-2016). The task is: Predict the product of the given reaction. (1) Given the reactants [C@@H:1]([C@@H:5]([C:22](=[O:60])[N:23]([CH2:57][CH2:58][CH3:59])[C@@H:24]([CH:54]([CH3:56])[CH3:55])[CH2:25][C@H:26]([C:31]1[S:32][CH:33]=[C:34]([C:36]([NH:38][C@@H:39]([CH2:47][C:48]2[CH:53]=[CH:52][CH:51]=[CH:50][CH:49]=2)[CH2:40][C:41]([CH3:46])([CH3:45])[C:42]([OH:44])=[O:43])=[O:37])[N:35]=1)[O:27][C:28](=[O:30])[CH3:29])[NH:6][C:7](=[O:21])[C@@H:8]([CH:18]([CH3:20])[CH3:19])[N:9](C)[C:10](=O)OC(C)(C)C)([CH2:3][CH3:4])[CH3:2].C(O)(C(F)(F)F)=O, predict the reaction product. The product is: [C@@H:1]([C@@H:5]([C:22](=[O:60])[N:23]([CH2:57][CH2:58][CH3:59])[C@@H:24]([CH:54]([CH3:56])[CH3:55])[CH2:25][C@H:26]([C:31]1[S:32][CH:33]=[C:34]([C:36]([NH:38][C@@H:39]([CH2:47][C:48]2[CH:53]=[CH:52][CH:51]=[CH:50][CH:49]=2)[CH2:40][C:41]([CH3:46])([CH3:45])[C:42]([OH:44])=[O:43])=[O:37])[N:35]=1)[O:27][C:28](=[O:30])[CH3:29])[NH:6][C:7](=[O:21])[C@@H:8]([CH:18]([CH3:20])[CH3:19])[NH:9][CH3:10])([CH2:3][CH3:4])[CH3:2]. (2) Given the reactants [CH3:1][C:2]1([CH3:36])[C:26]2[C:6]([CH:7]=[C:8]3[C:25]=2[CH:24]=[C:23]2[C:10]([C:11]4[CH:12]=[CH:13][CH:14]=[CH:15][C:16]=4[C:17]4[CH:18]=[C:19](B5OC(C)(C)C(C)(C)O5)[CH:20]=[CH:21][C:22]=42)=[CH:9]3)=[CH:5][CH:4]=[CH:3]1.Br[C:38]1[CH:43]=[CH:42][C:41]([C:44]2[N:49]=[C:48]([N:50]3[C:62]4[CH:61]=[CH:60][CH:59]=[CH:58][C:57]=4[C:56]4[C:51]3=[CH:52][CH:53]=[CH:54][CH:55]=4)[N:47]=[C:46]([N:63]3[C:75]4[CH:74]=[CH:73][CH:72]=[CH:71][C:70]=4[C:69]4[C:64]3=CC=C[CH:68]=4)[N:45]=2)=[CH:40][CH:39]=1.[C:76]([O-])([O-])=O.[Na+].[Na+].[CH3:82][CH2:83]O, predict the reaction product. The product is: [CH3:1][C:2]1([CH3:36])[C:26]2[C:6]([CH:7]=[C:8]3[C:25]=2[CH:24]=[C:23]2[C:10]([C:11]4[CH:12]=[CH:13][CH:14]=[CH:15][C:16]=4[C:17]4[CH:18]=[C:19]([C:38]5[CH:39]=[CH:40][C:41]([C:44]6[N:49]=[C:48]([N:50]7[C:62]8[CH:61]=[CH:60][CH:59]=[CH:58][C:57]=8[C:56]8[C:51]7=[CH:52][CH:53]=[CH:54][CH:55]=8)[N:47]=[C:46]([N:63]7[C:75]8[CH:74]=[CH:73][CH:72]=[CH:71][C:70]=8[C:69]8[C:64]7=[CH:76][CH:83]=[CH:82][CH:68]=8)[N:45]=6)=[CH:42][CH:43]=5)[CH:20]=[CH:21][C:22]=42)=[CH:9]3)=[CH:5][CH:4]=[CH:3]1. (3) Given the reactants [CH2:1]([O:8][C:9]1[CH:10]=[C:11]([CH:24]=[C:25]([O:27][CH2:28][C:29]2[CH:34]=[CH:33][CH:32]=[CH:31][CH:30]=2)[CH:26]=1)[C:12]1[O:13][C:14]2[C:19]([C:20](=[O:22])[CH:21]=1)=[CH:18][CH:17]=[C:16]([OH:23])[CH:15]=2)[C:2]1[CH:7]=[CH:6][CH:5]=[CH:4][CH:3]=1.[CH2:35]([C@@H:37]1[O:39][CH2:38]1)Cl.[OH-].[Na+], predict the reaction product. The product is: [O:39]1[CH2:38][C@H:37]1[CH2:35][O:23][C:16]1[CH:15]=[C:14]2[C:19]([C:20](=[O:22])[CH:21]=[C:12]([C:11]3[CH:10]=[C:9]([O:8][CH2:1][C:2]4[CH:3]=[CH:4][CH:5]=[CH:6][CH:7]=4)[CH:26]=[C:25]([O:27][CH2:28][C:29]4[CH:34]=[CH:33][CH:32]=[CH:31][CH:30]=4)[CH:24]=3)[O:13]2)=[CH:18][CH:17]=1. (4) Given the reactants [CH3:1][C:2]1[C:10]([CH3:12])([CH3:11])[C:9]2[C:4](=[CH:5][CH:6]=[CH:7][CH:8]=2)[N:3]=1.[Br:13][CH2:14][CH2:15][P:16](=[O:23])([O:20][CH2:21][CH3:22])[O:17][CH2:18][CH3:19].CO.O, predict the reaction product. The product is: [Br-:13].[CH2:18]([O:17][P:16]([CH2:15][CH2:14][N+:3]1[C:4]2[C:9](=[CH:8][CH:7]=[CH:6][CH:5]=2)[C:10]([CH3:12])([CH3:11])[C:2]=1[CH3:1])([O:20][CH2:21][CH3:22])=[O:23])[CH3:19]. (5) Given the reactants [OH:1][CH:2]([CH2:6][O:7][C:8]1[CH:13]=[CH:12][C:11]([C:14](=[N:16][O:17][CH2:18][C:19]2[CH:24]=[CH:23][C:22]([C:25]([F:28])([F:27])[F:26])=[CH:21][CH:20]=2)[CH3:15])=[CH:10][CH:9]=1)[C:3](O)=[O:4].Cl.C([N:32]=C=NCCCN(C)C)C.N1C2C(O)=CC=CC=2N=N1.C(N1CCOCC1)C, predict the reaction product. The product is: [OH:1][CH:2]([CH2:6][O:7][C:8]1[CH:13]=[CH:12][C:11]([C:14](=[N:16][O:17][CH2:18][C:19]2[CH:24]=[CH:23][C:22]([C:25]([F:28])([F:27])[F:26])=[CH:21][CH:20]=2)[CH3:15])=[CH:10][CH:9]=1)[C:3]([NH2:32])=[O:4]. (6) Given the reactants [NH2:1][C:2]1[CH:12]=[CH:11][C:5]([C:6]([O:8]CC)=[O:7])=[C:4]([O:13][CH3:14])[CH:3]=1.[OH-].[Na+], predict the reaction product. The product is: [NH2:1][C:2]1[CH:12]=[CH:11][C:5]([C:6]([OH:8])=[O:7])=[C:4]([O:13][CH3:14])[CH:3]=1. (7) Given the reactants Cl[C:2]1[CH:7]=[CH:6][C:5]([NH:8][N:9]=[C:10]([C:16](=[O:18])[CH3:17])[C:11]([O:13][CH2:14][CH3:15])=[O:12])=[CH:4][CH:3]=1.[N+:19](C1C=CC(N)=CC=1)([O-:21])=[O:20], predict the reaction product. The product is: [N+:19]([C:2]1[CH:7]=[CH:6][C:5]([NH:8][N:9]=[C:10]([C:16](=[O:18])[CH3:17])[C:11]([O:13][CH2:14][CH3:15])=[O:12])=[CH:4][CH:3]=1)([O-:21])=[O:20].